From a dataset of Full USPTO retrosynthesis dataset with 1.9M reactions from patents (1976-2016). Predict the reactants needed to synthesize the given product. (1) Given the product [CH3:14][N:7]1[N:6]=[C:5]([C:3]([OH:4])=[O:2])[C:9]([C:10]([F:13])([F:11])[F:12])=[N:8]1, predict the reactants needed to synthesize it. The reactants are: C[O:2][C:3]([C:5]1[C:9]([C:10]([F:13])([F:12])[F:11])=[N:8][N:7]([CH3:14])[N:6]=1)=[O:4].[OH-].[K+]. (2) Given the product [Cl:22][C:21]1[CH:20]=[C:19]([NH:23][S:24]([C:27]2[CH:32]=[CH:31][C:30]([Cl:33])=[CH:29][C:28]=2[Cl:34])(=[O:26])=[O:25])[CH:18]=[C:17]([Cl:35])[C:16]=1[O:15][C:9]1[CH:10]=[N:11][C:12]2[C:7]([CH:8]=1)=[CH:6][C:5]([C:3]([OH:4])=[O:2])=[CH:14][CH:13]=2, predict the reactants needed to synthesize it. The reactants are: C[O:2][C:3]([C:5]1[CH:6]=[C:7]2[C:12](=[CH:13][CH:14]=1)[N:11]=[CH:10][C:9]([O:15][C:16]1[C:21]([Cl:22])=[CH:20][C:19]([NH:23][S:24]([C:27]3[CH:32]=[CH:31][C:30]([Cl:33])=[CH:29][C:28]=3[Cl:34])(=[O:26])=[O:25])=[CH:18][C:17]=1[Cl:35])=[CH:8]2)=[O:4].[OH-].[Na+].Cl. (3) Given the product [CH3:15][N:16]1[C:4]([OH:3])=[CH:5][C:6]([C:7]2[CH:12]=[CH:11][CH:10]=[CH:9][N:8]=2)=[N:17]1, predict the reactants needed to synthesize it. The reactants are: C([O:3][C:4](=O)[CH2:5][C:6](=O)[C:7]1[CH:12]=[CH:11][CH:10]=[CH:9][N:8]=1)C.[CH3:15][NH:16][NH2:17]. (4) Given the product [Cl:1][C:2]1[CH:7]=[C:6]([F:8])[CH:5]=[CH:4][C:3]=1[N:9]1[C:17](=[O:18])[C:16]2[C@H:15]3[C:19]([CH3:21])([CH3:20])[C@:12]([CH3:22])([CH2:13][CH2:14]3)[C:11]=2[N:10]1[CH2:28][C:27]1[CH:30]=[CH:31][C:24]([F:23])=[CH:25][CH:26]=1, predict the reactants needed to synthesize it. The reactants are: [Cl:1][C:2]1[CH:7]=[C:6]([F:8])[CH:5]=[CH:4][C:3]=1[N:9]1[C:17](=[O:18])[C:16]2[C@H:15]3[C:19]([CH3:21])([CH3:20])[C@:12]([CH3:22])([CH2:13][CH2:14]3)[C:11]=2[NH:10]1.[F:23][C:24]1[CH:31]=[CH:30][C:27]([CH2:28]Br)=[CH:26][CH:25]=1.